This data is from Full USPTO retrosynthesis dataset with 1.9M reactions from patents (1976-2016). The task is: Predict the reactants needed to synthesize the given product. (1) Given the product [OH:23][C@@:16]1([C:15]#[C:14][C:10]2[CH:9]=[C:8]([C:6]3[N:5]=[C:4]([C:24]([O:26][CH3:27])=[O:25])[CH:3]=[C:2]([N:32]4[CH:31]=[C:30]([CH3:29])[CH:34]=[N:33]4)[N:7]=3)[CH:13]=[CH:12][CH:11]=2)[CH2:20][CH2:19][N:18]([CH3:21])[C:17]1=[O:22], predict the reactants needed to synthesize it. The reactants are: Cl[C:2]1[N:7]=[C:6]([C:8]2[CH:13]=[CH:12][CH:11]=[C:10]([C:14]#[C:15][C@:16]3([OH:23])[CH2:20][CH2:19][N:18]([CH3:21])[C:17]3=[O:22])[CH:9]=2)[N:5]=[C:4]([C:24]([O:26][CH2:27]C)=[O:25])[CH:3]=1.[CH3:29][C:30]1[CH:31]=[N:32][NH:33][CH:34]=1. (2) Given the product [OH:33][C:8]([CH3:13])([CH2:7][CH2:6][C:5]1[C:10](=[O:9])[C:11]([CH3:12])=[C:2]([CH3:1])[C:3](=[O:20])[C:4]=1[CH3:19])[CH2:14][CH2:15][C:16]([NH2:34])=[O:18], predict the reactants needed to synthesize it. The reactants are: [CH3:1][C:2]1[C:11]([CH3:12])=[C:10]2[C:5]([CH2:6][CH2:7][C:8]([CH2:14][CH2:15][C:16]([OH:18])=O)([CH3:13])[O:9]2)=[C:4]([CH3:19])[C:3]=1[OH:20].C(N1C=CN=C1)(N1C=CN=C1)=O.[OH-:33].[NH4+:34]. (3) The reactants are: Cl[C:2]1[CH:11]=[CH:10][C:9]2[C:8]([C:12]([NH:14][CH2:15][C:16]34[CH2:25][CH:20]5[CH2:21][CH:22]([CH2:24][CH:18]([CH2:19]5)[CH2:17]3)[CH2:23]4)=[O:13])=[C:7]([Cl:26])[CH:6]=[CH:5][C:4]=2[N:3]=1.Cl.[CH3:28][C:29]1([C:35]([O:37]CC)=[O:36])[CH2:34][CH2:33][NH:32][CH2:31][CH2:30]1.C(N1CCC(C)(C(OCC)=O)CC1)(OC(C)(C)C)=O.Cl.C(Cl)Cl. Given the product [Cl:26][C:7]1[C:8]([C:12]([NH:14][CH2:15][C:16]23[CH2:25][CH:20]4[CH2:21][CH:22]([CH2:24][CH:18]([CH2:19]4)[CH2:17]2)[CH2:23]3)=[O:13])=[C:9]2[C:4](=[CH:5][CH:6]=1)[N:3]=[C:2]([N:32]1[CH2:33][CH2:34][C:29]([CH3:28])([C:35]([OH:37])=[O:36])[CH2:30][CH2:31]1)[CH:11]=[CH:10]2, predict the reactants needed to synthesize it. (4) The reactants are: [O:1]=[C:2]1[C:10]2[C:5](=[CH:6][CH:7]=[CH:8][CH:9]=2)[C:4](=[O:11])[N:3]1[CH2:12][C:13](=[O:20])[CH2:14][C:15]([O:17][CH2:18][CH3:19])=[O:16].S(Cl)([Cl:24])(=O)=O. Given the product [Cl:24][CH:14]([C:13](=[O:20])[CH2:12][N:3]1[C:4](=[O:11])[C:5]2[C:10](=[CH:9][CH:8]=[CH:7][CH:6]=2)[C:2]1=[O:1])[C:15]([O:17][CH2:18][CH3:19])=[O:16], predict the reactants needed to synthesize it. (5) Given the product [CH2:30]([S:31]([NH:34][C:12](=[O:14])[CH2:11][CH2:10][C:9]1[N:5]([CH2:4][C:3]2[CH:19]=[CH:20][C:21]([Cl:23])=[CH:22][C:2]=2[Cl:1])[N:6]=[C:7]([O:15][CH:16]([CH3:18])[CH3:17])[CH:8]=1)(=[O:33])=[O:32])[C:24]1[CH:29]=[CH:28][CH:27]=[CH:26][CH:25]=1, predict the reactants needed to synthesize it. The reactants are: [Cl:1][C:2]1[CH:22]=[C:21]([Cl:23])[CH:20]=[CH:19][C:3]=1[CH2:4][N:5]1[C:9]([CH2:10][CH2:11][C:12]([OH:14])=O)=[CH:8][C:7]([O:15][CH:16]([CH3:18])[CH3:17])=[N:6]1.[C:24]1([CH2:30][S:31]([NH2:34])(=[O:33])=[O:32])[CH:29]=[CH:28][CH:27]=[CH:26][CH:25]=1.N12CCCN=C1CCCCC2. (6) Given the product [F:19][C:20]1[CH:25]=[CH:24][C:23]([N:26]2[C@H:29]([C:30]3[CH:35]=[CH:34][C:33]([O:36][C:37]([C:50]4[CH:55]=[CH:54][CH:53]=[CH:52][CH:51]=4)([C:44]4[CH:49]=[CH:48][CH:47]=[CH:46][CH:45]=4)[C:38]4[CH:43]=[CH:42][CH:41]=[CH:40][CH:39]=4)=[CH:32][CH:31]=3)[C@@H:28]([CH2:56][CH2:57][C:58]([C:5]3[CH:6]=[CH:7][C:2]([F:1])=[CH:3][CH:4]=3)=[O:59])[C:27]2=[O:61])=[CH:22][CH:21]=1, predict the reactants needed to synthesize it. The reactants are: [F:1][C:2]1[CH:7]=[CH:6][C:5]([Mg]Br)=[CH:4][CH:3]=1.[Cl-].FC1C=CC([Zn+])=CC=1.[F:19][C:20]1[CH:25]=[CH:24][C:23]([N:26]2[C@H:29]([C:30]3[CH:35]=[CH:34][C:33]([O:36][C:37]([C:50]4[CH:55]=[CH:54][CH:53]=[CH:52][CH:51]=4)([C:44]4[CH:49]=[CH:48][CH:47]=[CH:46][CH:45]=4)[C:38]4[CH:43]=[CH:42][CH:41]=[CH:40][CH:39]=4)=[CH:32][CH:31]=3)[C@@H:28]([CH2:56][CH2:57][C:58](Cl)=[O:59])[C:27]2=[O:61])=[CH:22][CH:21]=1.